This data is from Reaction yield outcomes from USPTO patents with 853,638 reactions. The task is: Predict the reaction yield, written as a fraction of the theoretical maximum amount of product (1.0 means a 100% yield; for example, 0.34 means a 34% yield). (1) The reactants are Cl[C:2]1=[C:3]([C:24]([O:26][CH3:27])=[O:25])[NH:4][CH:5]([C:14]2[CH:19]=[CH:18][C:17]([Cl:20])=[C:16]([O:21][CH3:22])[C:15]=2[F:23])[CH2:6]/[C:7]/1=[N:8]\OS(C)(=O)=O.C([O-])([O-])=O.[K+].[K+].[CH3:34][S-].[Na+].[CH3:37][S:38](C)=O. No catalyst specified. The product is [NH2:8][C:7]1[CH:6]=[C:5]([C:14]2[CH:19]=[CH:18][C:17]([Cl:20])=[C:16]([O:21][CH3:22])[C:15]=2[F:23])[N:4]=[C:3]([C:24]([O:26][CH2:27][CH3:34])=[O:25])[C:2]=1[S:38][CH3:37]. The yield is 0.340. (2) The reactants are [CH3:1][CH2:2][C:3](=O)[CH:4]([CH2:6][CH3:7])[OH:5].[N:9]#[C:10][NH2:11].[O-]CC.[Na+].O. The catalyst is C(O)C. The product is [NH2:11][C:10]1[O:5][C:4]([CH2:6][CH3:7])=[C:3]([CH2:2][CH3:1])[N:9]=1. The yield is 0.297. (3) The reactants are CCN=C=[N:5][CH2:6][CH2:7][CH2:8][N:9](C)C.Cl.C1C=CC2N([OH:22])N=NC=2C=1.CN1[CH2:29][CH2:28][O:27][CH2:26]C1.N.C1[CH2:35][O:34][CH2:33][CH2:32]1. The catalyst is O. The product is [NH2:9][C:8]1[CH:29]=[C:28]([O:27][CH3:26])[CH:32]=[C:33]([O:34][CH3:35])[C:7]=1[C:6]([NH2:5])=[O:22]. The yield is 0.570. (4) The reactants are [O:1]=[C:2]1[C:6]2([CH2:11][CH2:10][NH:9][CH2:8][CH2:7]2)[N:5]([C:12]2[CH:17]=[CH:16][CH:15]=[CH:14][CH:13]=2)[CH2:4][N:3]1[C:18]1[CH:23]=[CH:22][C:21]([NH:24][S:25]([CH3:28])(=[O:27])=[O:26])=[CH:20][CH:19]=1.C(=O)([O-])[O-].[K+].[K+].[F:35][C:36]1[CH:41]=[CH:40][C:39]([C:42](=[O:47])[CH2:43][CH2:44][CH2:45]I)=[CH:38][CH:37]=1. The product is [F:35][C:36]1[CH:37]=[CH:38][C:39]([C:42](=[O:47])[CH2:43][CH2:44][CH2:45][N:9]2[CH2:10][CH2:11][C:6]3([N:5]([C:12]4[CH:13]=[CH:14][CH:15]=[CH:16][CH:17]=4)[CH2:4][N:3]([C:18]4[CH:19]=[CH:20][C:21]([NH:24][S:25]([CH3:28])(=[O:27])=[O:26])=[CH:22][CH:23]=4)[C:2]3=[O:1])[CH2:7][CH2:8]2)=[CH:40][CH:41]=1. The yield is 0.120. The catalyst is CN(C)C=O.C(OCC)(=O)C.